From a dataset of Acute oral toxicity (LD50) regression data from Zhu et al.. Regression/Classification. Given a drug SMILES string, predict its toxicity properties. Task type varies by dataset: regression for continuous values (e.g., LD50, hERG inhibition percentage) or binary classification for toxic/non-toxic outcomes (e.g., AMES mutagenicity, cardiotoxicity, hepatotoxicity). Dataset: ld50_zhu. (1) The compound is CCOP(=S)(OCC)Oc1cc(Cl)c(I)cc1Cl. The rat oral LD50 is 3.50, given as -log10 of the dose in mol/kg body weight (higher means more acutely toxic). (2) The drug is Nc1ccccc1O. The rat oral LD50 is 1.92, given as -log10 of the dose in mol/kg body weight (higher means more acutely toxic). (3) The molecule is COc1ccc2c(c1)N(CCC1CCCCN1C)c1ccccc1S2. The rat oral LD50 is 2.50, given as -log10 of the dose in mol/kg body weight (higher means more acutely toxic).